This data is from Catalyst prediction with 721,799 reactions and 888 catalyst types from USPTO. The task is: Predict which catalyst facilitates the given reaction. (1) Reactant: [C:1]1([S:7]([C:10]2[CH:16]=[CH:15][C@H:14]([CH3:17])[C@H:13]([OH:18])[C@@H:12]([CH3:19])[CH:11]=2)(=[O:9])=[O:8])[CH:6]=[CH:5][CH:4]=[CH:3][CH:2]=1.N1C(C)=CC=CC=1C.[Si:28](OS(C(F)(F)F)(=O)=O)([C:31]([CH3:34])([CH3:33])[CH3:32])([CH3:30])[CH3:29].CO. Product: [C:1]1([S:7]([C:10]2[CH:16]=[CH:15][C@H:14]([CH3:17])[C@H:13]([O:18][Si:28]([C:31]([CH3:34])([CH3:33])[CH3:32])([CH3:30])[CH3:29])[C@@H:12]([CH3:19])[CH:11]=2)(=[O:8])=[O:9])[CH:2]=[CH:3][CH:4]=[CH:5][CH:6]=1. The catalyst class is: 2. (2) Reactant: [Br:1][C:2]1[CH:7]=[CH:6][C:5]([C:8]2[CH:13]=[CH:12][C:11]([Br:14])=[CH:10][C:9]=2[N+:15]([O-:17])=[O:16])=[C:4]([N+]([O-])=O)[CH:3]=1.[CH3:21][O-:22].[Na+].CO. Product: [Br:1][C:2]1[CH:7]=[CH:6][C:5]([C:8]2[CH:13]=[CH:12][C:11]([Br:14])=[CH:10][C:9]=2[N+:15]([O-:17])=[O:16])=[C:4]([O:22][CH3:21])[CH:3]=1. The catalyst class is: 3.